This data is from Forward reaction prediction with 1.9M reactions from USPTO patents (1976-2016). The task is: Predict the product of the given reaction. (1) Given the reactants [CH3:1][C:2]1[CH:7]=[C:6]([F:8])[CH:5]=[CH:4][C:3]=1[C:9]1[C:10]2[C:19]([C:20]#[N:21])=[CH:18][N:17]([CH2:22][O:23][CH2:24][CH2:25][Si:26]([CH3:29])([CH3:28])[CH3:27])[C:11]=2[N:12]=[C:13]([S:15][CH3:16])[N:14]=1.Cl.[CH2:31]([N:33]([CH2:37]C)[CH2:34][CH2:35]S)[CH3:32].CCN(CC)CC, predict the reaction product. The product is: [CH2:31]([N:33]([CH2:34][CH3:35])[CH2:37][CH2:16][S:15][C:13]1[N:14]=[C:9]([C:3]2[CH:4]=[CH:5][C:6]([F:8])=[CH:7][C:2]=2[CH3:1])[C:10]2[C:19]([C:20]#[N:21])=[CH:18][N:17]([CH2:22][O:23][CH2:24][CH2:25][Si:26]([CH3:27])([CH3:29])[CH3:28])[C:11]=2[N:12]=1)[CH3:32]. (2) Given the reactants [C:1]([C:3]1[CH:8]=[CH:7][C:6]([C:9]2[N:13]([C:14]3[CH:19]=[CH:18][N:17]=[CH:16][CH:15]=3)[N:12]=[CH:11][CH:10]=2)=[CH:5][CH:4]=1)#[CH:2].Br[C:21]1[CH:30]=[CH:29][C:28]2[C:23](=[CH:24][CH:25]=[CH:26][CH:27]=2)[N:22]=1.O, predict the reaction product. The product is: [N:17]1[CH:18]=[CH:19][C:14]([N:13]2[C:9]([C:6]3[CH:5]=[CH:4][C:3]([C:1]#[C:2][C:21]4[CH:30]=[CH:29][C:28]5[C:23](=[CH:24][CH:25]=[CH:26][CH:27]=5)[N:22]=4)=[CH:8][CH:7]=3)=[CH:10][CH:11]=[N:12]2)=[CH:15][CH:16]=1. (3) Given the reactants C(=O)([O-])[O-].[K+].[K+].[Br:7][C:8]1[CH:16]=[CH:15][C:11]([C:12](Cl)=[O:13])=[CH:10][CH:9]=1.[NH2:17][C:18]1[C:19]2[CH:32]=[C:31]([C:33]([NH:35][N:36]([CH3:43])[C:37]3[CH:42]=[CH:41][CH:40]=[CH:39][CH:38]=3)=[O:34])[S:30][C:20]=2[N:21]([C:23]([O:25][C:26]([CH3:29])([CH3:28])[CH3:27])=[O:24])[N:22]=1, predict the reaction product. The product is: [Br:7][C:8]1[CH:16]=[CH:15][C:11]([C:12]([NH:17][C:18]2[C:19]3[CH:32]=[C:31]([C:33]([NH:35][N:36]([CH3:43])[C:37]4[CH:42]=[CH:41][CH:40]=[CH:39][CH:38]=4)=[O:34])[S:30][C:20]=3[N:21]([C:23]([O:25][C:26]([CH3:29])([CH3:28])[CH3:27])=[O:24])[N:22]=2)=[O:13])=[CH:10][CH:9]=1. (4) Given the reactants [Cl:1][C:2]1[CH:3]=[C:4]([N:17]([C:38]2[CH:43]=[CH:42][C:41](F)=[CH:40][C:39]=2[CH3:45])[C:18]([O:20][CH:21]([O:23][C:24](=[O:37])[CH2:25][O:26][CH2:27][CH2:28][O:29][CH2:30][CH2:31][O:32][CH2:33][CH2:34][O:35][CH3:36])[CH3:22])=[O:19])[CH:5]=[CH:6][C:7]=1[C:8](=[O:16])[C:9]1[CH:14]=[CH:13][CH:12]=[CH:11][C:10]=1[CH3:15].ClC(OC(=O)N(C1C=CC([Br:74])=CC=1C)C1C=CC(C(=O)C2C=CC=CC=2C)=C(Cl)C=1)C.COCCOCCOCCOCC(O)=O, predict the reaction product. The product is: [Br:74][C:41]1[CH:42]=[CH:43][C:38]([N:17]([C:4]2[CH:5]=[CH:6][C:7]([C:8](=[O:16])[C:9]3[CH:14]=[CH:13][CH:12]=[CH:11][C:10]=3[CH3:15])=[C:2]([Cl:1])[CH:3]=2)[C:18]([O:20][CH:21]([O:23][C:24](=[O:37])[CH2:25][O:26][CH2:27][CH2:28][O:29][CH2:30][CH2:31][O:32][CH2:33][CH2:34][O:35][CH3:36])[CH3:22])=[O:19])=[C:39]([CH3:45])[CH:40]=1. (5) Given the reactants C(=O)([O-])[O-].[K+].[K+].Br[CH2:8][CH2:9][O:10][CH3:11].[Cl:12][C:13]1[CH:34]=[CH:33][C:16]([CH2:17][NH:18][C:19]([C:21]2[C:22]([OH:32])=[C:23]3[CH:29]=[C:28]([CH2:30][OH:31])[S:27][C:24]3=[N:25][CH:26]=2)=[O:20])=[CH:15][CH:14]=1, predict the reaction product. The product is: [Cl:12][C:13]1[CH:14]=[CH:15][C:16]([CH2:17][NH:18][C:19]([C:21]2[C:22](=[O:32])[C:23]3[CH:29]=[C:28]([CH2:30][OH:31])[S:27][C:24]=3[N:25]([CH2:8][CH2:9][O:10][CH3:11])[CH:26]=2)=[O:20])=[CH:33][CH:34]=1. (6) Given the reactants [O:1]=[C:2]1[CH2:6][CH2:5][CH2:4][N:3]1[C:7]1[CH:12]=[CH:11][C:10]([CH:13]([CH3:17])[C:14]([OH:16])=O)=[CH:9][CH:8]=1.C(N(CC)C(C)C)(C)C.CN(C)CCCN=C=NCC.[C:38]([O:42][C:43]([N:45]1[C:49]([NH2:50])=[CH:48][C:47]([CH:51]2[CH2:53][CH2:52]2)=[N:46]1)=[O:44])([CH3:41])([CH3:40])[CH3:39], predict the reaction product. The product is: [C:38]([O:42][C:43]([N:45]1[C:49]([NH:50][C:14](=[O:16])[CH:13]([C:10]2[CH:9]=[CH:8][C:7]([N:3]3[CH2:4][CH2:5][CH2:6][C:2]3=[O:1])=[CH:12][CH:11]=2)[CH3:17])=[CH:48][C:47]([CH:51]2[CH2:52][CH2:53]2)=[N:46]1)=[O:44])([CH3:41])([CH3:39])[CH3:40]. (7) Given the reactants [CH3:1][C:2]1[N:3]([C:8]2[CH:12]=[CH:11][N:10]([CH3:13])[N:9]=2)[C:4]([CH3:7])=[CH:5][CH:6]=1.C([Li])CCC.Cl[C:20]([O:22][CH3:23])=[O:21], predict the reaction product. The product is: [CH3:23][O:22][C:20]([C:11]1[N:10]([CH3:13])[N:9]=[C:8]([N:3]2[C:2]([CH3:1])=[CH:6][CH:5]=[C:4]2[CH3:7])[CH:12]=1)=[O:21]. (8) Given the reactants [Cl:1][C:2]1[CH:10]=[C:9]2[C:5]([CH:6]=[CH:7][N:8]2[C:11]2[CH:16]=[CH:15][C:14]([N+:17]([O-:19])=[O:18])=[CH:13][C:12]=2[Cl:20])=[CH:4][CH:3]=1.[C:21](OC(=O)C)(=[O:23])[CH3:22].[O-]S(C(F)(F)F)(=O)=O.[Yb+3].[O-]S(C(F)(F)F)(=O)=O.[O-]S(C(F)(F)F)(=O)=O.[Cl-].[NH4+], predict the reaction product. The product is: [Cl:1][C:2]1[CH:10]=[C:9]2[C:5]([C:6]([C:21](=[O:23])[CH3:22])=[CH:7][N:8]2[C:11]2[CH:16]=[CH:15][C:14]([N+:17]([O-:19])=[O:18])=[CH:13][C:12]=2[Cl:20])=[CH:4][CH:3]=1. (9) Given the reactants Br[C:2]1[CH:7]=[CH:6][C:5]([F:8])=[CH:4][C:3]=1[C:9](=[O:11])[CH3:10].[Cl:12][C:13]1[CH:18]=[CH:17][C:16](B(O)O)=[CH:15][CH:14]=1.CO.C(=O)(O)[O-].[Na+], predict the reaction product. The product is: [Cl:12][C:13]1[CH:18]=[CH:17][C:16]([C:2]2[C:3]([C:9](=[O:11])[CH3:10])=[CH:4][C:5]([F:8])=[CH:6][CH:7]=2)=[CH:15][CH:14]=1.